Dataset: Reaction yield outcomes from USPTO patents with 853,638 reactions. Task: Predict the reaction yield, written as a fraction of the theoretical maximum amount of product (1.0 means a 100% yield; for example, 0.34 means a 34% yield). The reactants are C([O:3][C:4](=O)[C:5]([NH:7][C:8]1[C:9]([N+:19]([O-])=O)=[CH:10][C:11](Br)=[C:12]2[C:17]=1[N:16]=[CH:15][CH:14]=[CH:13]2)=[O:6])C.[H][H]. The catalyst is C(O)(=O)C.[Pd]. The product is [NH:7]1[C:8]2[C:17]3[NH:16][CH2:15][CH2:14][CH2:13][C:12]=3[CH:11]=[CH:10][C:9]=2[NH:19][C:4](=[O:3])[C:5]1=[O:6]. The yield is 0.440.